Dataset: Catalyst prediction with 721,799 reactions and 888 catalyst types from USPTO. Task: Predict which catalyst facilitates the given reaction. Reactant: [CH3:1][O:2][C:3]1[CH:12]=[CH:11][C:10]([CH2:13]O)=[CH:9][C:4]=1[C:5]([O:7][CH3:8])=[O:6].C(N(CC)C(C)C)(C)C.CS([Cl:28])(=O)=O. Product: [CH3:1][O:2][C:3]1[CH:12]=[CH:11][C:10]([CH2:13][Cl:28])=[CH:9][C:4]=1[C:5]([O:7][CH3:8])=[O:6]. The catalyst class is: 4.